This data is from Catalyst prediction with 721,799 reactions and 888 catalyst types from USPTO. The task is: Predict which catalyst facilitates the given reaction. (1) Reactant: [Cl:1][C:2]1[CH:3]=[CH:4][CH:5]=[C:6]2[C:10]=1[N:9]([CH2:11][CH2:12][CH3:13])[N:8]=[C:7]2[C:14]1[CH:19]=[CH:18][C:17]([OH:20])=[CH:16][CH:15]=1.C(N(CC)C(C)C)(C)C.[C:30](Cl)(=[O:33])[CH2:31][CH3:32].O. Product: [C:30]([O:20][C:17]1[CH:16]=[CH:15][C:14]([C:7]2[C:6]3[C:10](=[C:2]([Cl:1])[CH:3]=[CH:4][CH:5]=3)[N:9]([CH2:11][CH2:12][CH3:13])[N:8]=2)=[CH:19][CH:18]=1)(=[O:33])[CH2:31][CH3:32]. The catalyst class is: 2. (2) Reactant: [Cl-].[OH:2][CH2:3][CH2:4][N+:5]([CH2:8][O:9][CH:10]1[CH2:21][CH2:20][CH2:19][CH2:18][CH2:17][CH2:16][CH2:15][CH2:14][CH2:13][CH2:12][CH2:11]1)([CH3:7])[CH3:6].[C:22]([O-:30])(=[O:29])[C:23]1[CH:28]=[CH:27][CH:26]=[CH:25][CH:24]=1.[Na+].[Na+].[Cl-]. Product: [C:22]([O-:30])(=[O:29])[C:23]1[CH:28]=[CH:27][CH:26]=[CH:25][CH:24]=1.[OH:2][CH2:3][CH2:4][N+:5]([CH2:8][O:9][CH:10]1[CH2:21][CH2:20][CH2:19][CH2:18][CH2:17][CH2:16][CH2:15][CH2:14][CH2:13][CH2:12][CH2:11]1)([CH3:7])[CH3:6]. The catalyst class is: 21.